Dataset: TCR-epitope binding with 47,182 pairs between 192 epitopes and 23,139 TCRs. Task: Binary Classification. Given a T-cell receptor sequence (or CDR3 region) and an epitope sequence, predict whether binding occurs between them. The epitope is TLIGDCATV. The TCR CDR3 sequence is CASSPRSSGAYNEQFF. Result: 0 (the TCR does not bind to the epitope).